From a dataset of Forward reaction prediction with 1.9M reactions from USPTO patents (1976-2016). Predict the product of the given reaction. (1) Given the reactants Br[C:2]1[CH:7]=[CH:6][C:5]([C:8]2[CH:13]=[CH:12][C:11]([Cl:14])=[CH:10][CH:9]=2)=[CH:4][CH:3]=1.CCCCCC.C([Li])CCC.[B:26](OCCC)([O:31]CCC)[O:27]CCC.Cl, predict the reaction product. The product is: [Cl:14][C:11]1[CH:12]=[CH:13][C:8]([C:5]2[CH:6]=[CH:7][C:2]([B:26]([OH:31])[OH:27])=[CH:3][CH:4]=2)=[CH:9][CH:10]=1. (2) Given the reactants C(O[C:4](=[O:16])[CH2:5][C:6](=O)[C:7]1[CH:12]=[CH:11][C:10]([O:13][CH3:14])=[CH:9][CH:8]=1)C.[C:17]1([NH:23][NH2:24])[CH:22]=[CH:21][CH:20]=[CH:19][CH:18]=1, predict the reaction product. The product is: [CH3:14][O:13][C:10]1[CH:9]=[CH:8][C:7]([C:6]2[CH2:5][C:4](=[O:16])[N:23]([C:17]3[CH:22]=[CH:21][CH:20]=[CH:19][CH:18]=3)[N:24]=2)=[CH:12][CH:11]=1. (3) Given the reactants [Cl:1][C:2]1[CH:7]=[CH:6][CH:5]=[CH:4][C:3]=1[C:8]([C:11]1[N:12]([C:28]2[CH:33]=[CH:32][C:31]([C:34]3[CH:39]=[CH:38][CH:37]=[C:36]([S:40]([CH3:43])(=[O:42])=[O:41])[CH:35]=3)=[CH:30][CH:29]=2)[CH:13]=[C:14]([CH:16]2[CH2:20][CH2:19][CH2:18][N:17]2C(OC(C)(C)C)=O)[N:15]=1)([CH3:10])[CH3:9].C(O)(C(F)(F)F)=O, predict the reaction product. The product is: [Cl:1][C:2]1[CH:7]=[CH:6][CH:5]=[CH:4][C:3]=1[C:8]([C:11]1[N:12]([C:28]2[CH:33]=[CH:32][C:31]([C:34]3[CH:39]=[CH:38][CH:37]=[C:36]([S:40]([CH3:43])(=[O:42])=[O:41])[CH:35]=3)=[CH:30][CH:29]=2)[CH:13]=[C:14]([CH:16]2[CH2:20][CH2:19][CH2:18][NH:17]2)[N:15]=1)([CH3:10])[CH3:9]. (4) Given the reactants [CH:1]1([C:6]2[C:7]([OH:17])=[CH:8][C:9]([N+:14]([O-])=O)=[C:10]([CH:13]=2)[C:11]#[N:12])[CH2:5][CH2:4][CH2:3][CH2:2]1, predict the reaction product. The product is: [NH2:14][C:9]1[CH:8]=[C:7]([OH:17])[C:6]([CH:1]2[CH2:2][CH2:3][CH2:4][CH2:5]2)=[CH:13][C:10]=1[C:11]#[N:12].